This data is from Peptide-MHC class I binding affinity with 185,985 pairs from IEDB/IMGT. The task is: Regression. Given a peptide amino acid sequence and an MHC pseudo amino acid sequence, predict their binding affinity value. This is MHC class I binding data. (1) The peptide sequence is ASYQFQLPY. The MHC is SLA-10701 with pseudo-sequence YYAEYRNIYETTYVNTLYIIYRDYTWAVLSYRGY. The binding affinity (normalized) is 0.770. (2) The peptide sequence is RYSNFAWYF. The MHC is HLA-A11:01 with pseudo-sequence HLA-A11:01. The binding affinity (normalized) is 0.0847. (3) The peptide sequence is GSTELSPLY. The MHC is HLA-A32:01 with pseudo-sequence HLA-A32:01. The binding affinity (normalized) is 0. (4) The peptide sequence is ESLVMRML. The MHC is H-2-Db with pseudo-sequence H-2-Db. The binding affinity (normalized) is 0. (5) The peptide sequence is YLLFNHFSV. The MHC is HLA-A02:01 with pseudo-sequence HLA-A02:01. The binding affinity (normalized) is 1.00. (6) The peptide sequence is YEDKVWDKY. The MHC is HLA-A29:02 with pseudo-sequence HLA-A29:02. The binding affinity (normalized) is 0.0474. (7) The peptide sequence is ARLSSPIVL. The MHC is HLA-B15:17 with pseudo-sequence HLA-B15:17. The binding affinity (normalized) is 0.0847.